This data is from Full USPTO retrosynthesis dataset with 1.9M reactions from patents (1976-2016). The task is: Predict the reactants needed to synthesize the given product. The reactants are: [C:1]([OH:7])([C:3]([F:6])([F:5])[F:4])=[O:2].C(OC([N:15]1[CH2:18][CH:17]([NH:19][C:20](=[O:36])[CH2:21][NH:22][C:23](=[O:35])[C:24]2[CH:29]=[CH:28][C:27]([F:30])=[C:26]([C:31]([F:34])([F:33])[F:32])[CH:25]=2)[CH2:16]1)=O)(C)(C)C. Given the product [OH:7][C:1]([C:3]([F:6])([F:5])[F:4])=[O:2].[NH:15]1[CH2:18][CH:17]([NH:19][C:20]([CH2:21][NH:22][C:23](=[O:35])[C:24]2[CH:29]=[CH:28][C:27]([F:30])=[C:26]([C:31]([F:33])([F:34])[F:32])[CH:25]=2)=[O:36])[CH2:16]1, predict the reactants needed to synthesize it.